Dataset: Forward reaction prediction with 1.9M reactions from USPTO patents (1976-2016). Task: Predict the product of the given reaction. Given the reactants BrCCBr.C[Si](Cl)(C)C.[CH3:10][O:11][C:12](=[O:21])/[C:13](/I)=[CH:14]\[CH:15]1[CH2:19][CH2:18][CH2:17][CH2:16]1.C1(P(C2C=CC=CC=2)C2C=CC=CC=2)C=CC=CC=1.[Cl:41][C:42]1[CH:47]=[C:46](I)[CH:45]=[CH:44][C:43]=1[N:49]1[C:53]([CH3:54])=[N:52][N:51]=[N:50]1.[Cl-].[NH4+], predict the reaction product. The product is: [CH3:10][O:11][C:12](=[O:21])/[C:13](/[C:46]1[CH:45]=[CH:44][C:43]([N:49]2[C:53]([CH3:54])=[N:52][N:51]=[N:50]2)=[C:42]([Cl:41])[CH:47]=1)=[CH:14]/[CH:15]1[CH2:19][CH2:18][CH2:17][CH2:16]1.